Dataset: Forward reaction prediction with 1.9M reactions from USPTO patents (1976-2016). Task: Predict the product of the given reaction. (1) Given the reactants [O:1]1[CH2:6][CH2:5][N:4]([C:7]2[CH:8]=[C:9]3[N:15](C(OC(C)(C)C)=O)[CH2:14][C:13]4([CH2:27][CH2:26][O:25][CH2:24][CH2:23]4)[C:10]3=[N:11][CH:12]=2)[CH2:3][CH2:2]1.C(O)(C(F)(F)F)=O, predict the reaction product. The product is: [O:1]1[CH2:6][CH2:5][N:4]([C:7]2[CH:8]=[C:9]3[NH:15][CH2:14][C:13]4([CH2:27][CH2:26][O:25][CH2:24][CH2:23]4)[C:10]3=[N:11][CH:12]=2)[CH2:3][CH2:2]1. (2) Given the reactants Cl[C:2]1[CH:3]=[C:4]([CH:7]=[CH:8][C:9]=1[CH3:10])[C:5]#[N:6].[C:11](=[O:14])([O-])[O-:12].[Li+].[Li+].[CH3:17]O, predict the reaction product. The product is: [C:5]([C:4]1[CH:7]=[CH:8][C:9]([CH3:10])=[C:2]([CH:3]=1)[C:11]([O:12][CH3:17])=[O:14])#[N:6]. (3) Given the reactants CS(Cl)(=O)=O.[Br:6][C:7]1[CH:8]=[CH:9][C:10]([C:13]#[C:14][CH2:15][CH2:16][C:17]2[CH:22]=[CH:21][C:20]([CH2:23]O)=[CH:19][CH:18]=2)=[N:11][CH:12]=1.C([N:27]([CH:31]([CH3:33])C)[CH:28]([CH3:30])C)C.N1CCCC1, predict the reaction product. The product is: [Br:6][C:7]1[CH:8]=[CH:9][C:10]([C:13]#[C:14][CH2:15][CH2:16][C:17]2[CH:22]=[CH:21][C:20]([CH2:23][N:27]3[CH2:28][CH2:30][CH2:33][CH2:31]3)=[CH:19][CH:18]=2)=[N:11][CH:12]=1. (4) Given the reactants N(OC(C)(C)C)=O.[C:8]([Cu])#[N:9].[Br:11][C:12]1[C:17]([O:18][CH3:19])=[CH:16][C:15](N)=[C:14]([CH2:21][C:22]2[CH:27]=[CH:26][C:25]([CH2:28][CH3:29])=[CH:24][CH:23]=2)[CH:13]=1.Cl, predict the reaction product. The product is: [Br:11][C:12]1[C:17]([O:18][CH3:19])=[CH:16][C:15]([C:8]#[N:9])=[C:14]([CH2:21][C:22]2[CH:23]=[CH:24][C:25]([CH2:28][CH3:29])=[CH:26][CH:27]=2)[CH:13]=1. (5) Given the reactants O[CH2:2][CH2:3][CH2:4][N:5]1[CH2:10][CH2:9][O:8][CH2:7][CH2:6]1.S(Cl)([Cl:13])=O.[OH-].[Na+], predict the reaction product. The product is: [Cl:13][CH2:2][CH2:3][CH2:4][N:5]1[CH2:10][CH2:9][O:8][CH2:7][CH2:6]1. (6) Given the reactants [Si]([O:8][C@H:9]([CH3:42])[C@H:10]([C:22]1[O:26][C:25]([C:27]2[CH:32]=[CH:31][C:30]([NH:33][C:34](=[O:41])[C:35]3[CH:40]=[CH:39][CH:38]=[CH:37][CH:36]=3)=[CH:29][CH:28]=2)=[N:24][N:23]=1)[NH:11][C:12]1[CH:17]=[CH:16][C:15]([C:18]#[N:19])=[C:14]([Cl:20])[C:13]=1[CH3:21])(C(C)(C)C)(C)C.CCCC[N+](CCCC)(CCCC)CCCC.[F-], predict the reaction product. The product is: [Cl:20][C:14]1[C:13]([CH3:21])=[C:12]([NH:11][C@@H:10]([C:22]2[O:26][C:25]([C:27]3[CH:32]=[CH:31][C:30]([NH:33][C:34](=[O:41])[C:35]4[CH:40]=[CH:39][CH:38]=[CH:37][CH:36]=4)=[CH:29][CH:28]=3)=[N:24][N:23]=2)[C@H:9]([OH:8])[CH3:42])[CH:17]=[CH:16][C:15]=1[C:18]#[N:19]. (7) Given the reactants [OH:1][C@@H:2]1[C@H:6]([CH3:7])[N:5]([C:8]([O:10][C:11]([CH3:14])([CH3:13])[CH3:12])=[O:9])[C@H:4]([C:15]([O:17]C)=[O:16])[CH2:3]1.[Li+].[OH-].O, predict the reaction product. The product is: [C:11]([O:10][C:8]([N:5]1[C@@H:6]([CH3:7])[C@@H:2]([OH:1])[CH2:3][C@H:4]1[C:15]([OH:17])=[O:16])=[O:9])([CH3:12])([CH3:13])[CH3:14]. (8) Given the reactants [NH:1]1[C:9]2[C:4](=[C:5]([C:10]3[N:11]=[C:12]([N:19]4[CH2:24][CH2:23][O:22][CH2:21][CH2:20]4)[C:13]4[S:18][CH:17]=[CH:16][C:14]=4[N:15]=3)[CH:6]=[CH:7][CH:8]=2)[CH:3]=[CH:2]1.C1C=C[NH+]=CC=1.Br[Br-]Br.C(O)(=[O:36])C, predict the reaction product. The product is: [O:22]1[CH2:21][CH2:20][N:19]([C:12]2[C:13]3[S:18][CH:17]=[CH:16][C:14]=3[N:15]=[C:10]([C:5]3[CH:6]=[CH:7][CH:8]=[C:9]4[C:4]=3[CH2:3][C:2](=[O:36])[NH:1]4)[N:11]=2)[CH2:24][CH2:23]1. (9) Given the reactants [CH3:1][N:2]([CH2:4][CH2:5][N:6]1[C:20](=[O:21])[C:15]2=[CH:16][C:17]([NH2:19])=[CH:18][C:13]3[C:14]2=[C:9]([CH:10]=[CH:11][CH:12]=3)[C:7]1=[O:8])[CH3:3].[C:22]([C:24]1[CH:29]=[CH:28][C:27]([N:30]=[C:31]=[O:32])=[CH:26][CH:25]=1)#[N:23], predict the reaction product. The product is: [CH3:3][N:2]([CH3:1])[CH2:4][CH2:5][N:6]1[C:20](=[O:21])[C:15]2[CH:16]=[C:17]([NH:19][C:31]([NH:30][C:27]3[CH:28]=[CH:29][C:24]([C:22]#[N:23])=[CH:25][CH:26]=3)=[O:32])[CH:18]=[C:13]3[C:14]=2[C:9](=[CH:10][CH:11]=[CH:12]3)[C:7]1=[O:8]. (10) Given the reactants [NH2:1][C:2]1[C:10]([F:11])=[CH:9][C:8]([C:12]2[CH:13]=[C:14]3[C:20]([C:21]4[CH:26]=[CH:25][CH:24]=[CH:23][C:22]=4[O:27][CH3:28])=[CH:19][N:18](S(C4C=CC(C)=CC=4)(=O)=O)[C:15]3=[N:16][CH:17]=2)=[CH:7][C:3]=1[C:4](O)=[O:5].[CH2:39]([N:41]([CH2:50][CH3:51])[CH2:42][CH2:43][N:44]1[CH2:49][CH2:48][NH:47][CH2:46][CH2:45]1)[CH3:40].F[P-](F)(F)(F)(F)F.N1(OC(N(C)C)=[N+](C)C)C2N=CC=CC=2N=N1.[OH-].[K+], predict the reaction product. The product is: [NH2:1][C:2]1[C:10]([F:11])=[CH:9][C:8]([C:12]2[CH:13]=[C:14]3[C:20]([C:21]4[CH:26]=[CH:25][CH:24]=[CH:23][C:22]=4[O:27][CH3:28])=[CH:19][NH:18][C:15]3=[N:16][CH:17]=2)=[CH:7][C:3]=1[C:4]([N:47]1[CH2:46][CH2:45][N:44]([CH2:43][CH2:42][N:41]([CH2:39][CH3:40])[CH2:50][CH3:51])[CH2:49][CH2:48]1)=[O:5].